This data is from Full USPTO retrosynthesis dataset with 1.9M reactions from patents (1976-2016). The task is: Predict the reactants needed to synthesize the given product. (1) The reactants are: [CH3:1][O:2][CH2:3][C:4]1[N:9]=[C:8]([NH:10][C:11](=[O:16])[C:12]([CH3:15])([CH3:14])[CH3:13])[CH:7]=[CH:6][C:5]=1[C:17]1[CH:18]=[C:19]2[C:24](=[C:25]([O:27]COCC[Si](C)(C)C)[CH:26]=1)[N:23]=[CH:22][N:21](COCC[Si](C)(C)C)[C:20]2=[O:44].C(O)=O.O. Given the product [OH:27][C:25]1[CH:26]=[C:17]([C:5]2[CH:6]=[CH:7][C:8]([NH:10][C:11](=[O:16])[C:12]([CH3:14])([CH3:13])[CH3:15])=[N:9][C:4]=2[CH2:3][O:2][CH3:1])[CH:18]=[C:19]2[C:24]=1[N:23]=[CH:22][NH:21][C:20]2=[O:44], predict the reactants needed to synthesize it. (2) Given the product [Br:23][C:24]1[CH:25]=[C:26]([CH:29]=[C:30]([Cl:32])[CH:31]=1)[CH2:27][N:20]1[CH2:21][CH2:22][C:5]2([O:4][C:3](=[O:2])[N:7]([C:8]3[CH:17]=[CH:16][C:11]([C:12]([O:14][CH3:15])=[O:13])=[CH:10][CH:9]=3)[CH2:6]2)[CH2:18][CH2:19]1, predict the reactants needed to synthesize it. The reactants are: Cl.[O:2]=[C:3]1[N:7]([C:8]2[CH:17]=[CH:16][C:11]([C:12]([O:14][CH3:15])=[O:13])=[CH:10][CH:9]=2)[CH2:6][C:5]2([CH2:22][CH2:21][NH:20][CH2:19][CH2:18]2)[O:4]1.[Br:23][C:24]1[CH:25]=[C:26]([CH:29]=[C:30]([Cl:32])[CH:31]=1)[CH:27]=O. (3) Given the product [OH:46][C:33]1([C:30]2[CH:29]=[CH:28][C:27]3[N:32]([CH:31]=2)[C:11](=[O:12])[CH:10]=[C:14]([OH:15])[N:26]=3)[CH2:38][CH2:37][N:36]([C:39]([O:41][C:42]([CH3:43])([CH3:45])[CH3:44])=[O:40])[CH2:35][CH2:34]1, predict the reactants needed to synthesize it. The reactants are: ClC1C=C(Cl)C=C(Cl)C=1[C:10](C1C(Cl)=CC(Cl)=CC=1Cl)([C:14]([O-])=[O:15])[C:11]([O-])=[O:12].[NH2:26][C:27]1[N:32]=[CH:31][C:30]([C:33]2([OH:46])[CH2:38][CH2:37][N:36]([C:39]([O:41][C:42]([CH3:45])([CH3:44])[CH3:43])=[O:40])[CH2:35][CH2:34]2)=[CH:29][CH:28]=1. (4) Given the product [Br:5][C:6]1[CH:7]=[CH:8][C:9]([O:13][C:14]([F:17])([F:16])[F:15])=[C:10]([OH:19])[CH:12]=1, predict the reactants needed to synthesize it. The reactants are: N([O-])=O.[Na+].[Br:5][C:6]1[CH:7]=[CH:8][C:9]([O:13][C:14]([F:17])([F:16])[F:15])=[C:10]([CH:12]=1)N.S(=O)(=O)(O)[OH:19]. (5) Given the product [C:21]([O:1][C:2]1[C:3]([O:13][CH3:14])=[CH:4][C:5]([C:6]([OH:8])=[O:7])=[CH:9][C:10]=1[O:11][CH3:12])(=[O:23])[CH3:22], predict the reactants needed to synthesize it. The reactants are: [OH:1][C:2]1[C:10]([O:11][CH3:12])=[CH:9][C:5]([C:6]([OH:8])=[O:7])=[CH:4][C:3]=1[O:13][CH3:14].N1C=CC=CC=1.[C:21](OC(=O)C)(=[O:23])[CH3:22].